This data is from Forward reaction prediction with 1.9M reactions from USPTO patents (1976-2016). The task is: Predict the product of the given reaction. (1) Given the reactants [Cl:1][C:2]1[C:10]2[C:5](=[CH:6][C:7]([CH2:11]O)=[CH:8][CH:9]=2)[N:4]([S:13]([C:16]2(C)[CH:21]=[CH:20]C=[CH:18][CH2:17]2)(=[O:15])=[O:14])[CH:3]=1.P(Br)(Br)[Br:24].CCO[CH2:30][CH3:31], predict the reaction product. The product is: [Br:24][CH2:11][C:7]1[CH:6]=[C:5]2[C:10]([C:2]([Cl:1])=[CH:3][N:4]2[S:13]([C:16]2[CH:21]=[CH:20][C:30]([CH3:31])=[CH:18][CH:17]=2)(=[O:15])=[O:14])=[CH:9][CH:8]=1. (2) Given the reactants [NH2:1][CH2:2][C:3]1[CH:4]=[C:5]([CH:34]=[CH:35][CH:36]=1)[CH2:6][N:7]([CH2:20][C:21]1[CH:26]=[CH:25][C:24]([C:27]2[CH:32]=[CH:31][C:30]([F:33])=[CH:29][CH:28]=2)=[CH:23][CH:22]=1)[S:8]([C:11]1[CH:16]=[C:15]([Cl:17])[CH:14]=[C:13]([Cl:18])[C:12]=1[OH:19])(=[O:10])=[O:9].[CH:37](=O)[CH:38]([CH3:40])[CH3:39].[BH4-].[Na+], predict the reaction product. The product is: [Cl:18][C:13]1[C:12]([OH:19])=[C:11]([S:8]([N:7]([CH2:20][C:21]2[CH:26]=[CH:25][C:24]([C:27]3[CH:32]=[CH:31][C:30]([F:33])=[CH:29][CH:28]=3)=[CH:23][CH:22]=2)[CH2:6][C:5]2[CH:34]=[CH:35][CH:36]=[C:3]([CH2:2][NH:1][CH2:37][CH:38]([CH3:40])[CH3:39])[CH:4]=2)(=[O:10])=[O:9])[CH:16]=[C:15]([Cl:17])[CH:14]=1. (3) Given the reactants [NH2:1][C@@H:2]([C:5]1[CH:10]=[CH:9][CH:8]=[CH:7][CH:6]=1)[CH2:3][OH:4].C(#N)C.[C:14](ON1C(=O)CCC1=O)(=[O:25])[C:15]1[C:16](=[CH:21][CH:22]=[CH:23][CH:24]=1)[C:17](OC)=[O:18], predict the reaction product. The product is: [OH:4][CH2:3][C@@H:2]([N:1]1[C:17](=[O:18])[C:16]2[C:15](=[CH:24][CH:23]=[CH:22][CH:21]=2)[C:14]1=[O:25])[C:5]1[CH:10]=[CH:9][CH:8]=[CH:7][CH:6]=1. (4) Given the reactants [Cl:1][C:2]1[CH:7]=[CH:6][C:5]([CH2:8][C:9]2[C:10](=[O:18])[NH:11][NH:12][C:13]=2[C:14]([F:17])([F:16])[F:15])=[CH:4][CH:3]=1.[Cl:19][C:20]1[CH:25]=[CH:24][C:23]([CH2:26][C:27]2[C:28]([O:36][C@@H:37]3[O:54][C@H:53]([CH2:55][O:56][C:57](=[O:59])[CH3:58])[C@@H:48]([O:49][C:50](=[O:52])[CH3:51])[C@H:43]([O:44][C:45](=[O:47])[CH3:46])[C@H:38]3[O:39][C:40](=[O:42])[CH3:41])=[N:29][NH:30][C:31]=2[C:32]([F:35])([F:34])[F:33])=[CH:22][CH:21]=1, predict the reaction product. The product is: [Cl:19][C:20]1[CH:25]=[CH:24][C:23]([CH2:26][C:27]2[C:28]([O:36][C@@H:37]3[O:54][C@H:53]([CH2:55][O:56][C:57](=[O:59])[CH3:58])[C@@H:48]([O:49][C:50](=[O:52])[CH3:51])[C@H:43]([O:44][C:45](=[O:47])[CH3:46])[C@H:38]3[O:39][C:40](=[O:42])[CH3:41])=[N:29][NH:30][C:31]=2[C:32]([F:34])([F:33])[F:35])=[CH:22][CH:21]=1.[Cl:1][C:2]1[CH:7]=[CH:6][C:5]([CH2:8][C:9]2[C:10]([O:18][C@@H:37]3[O:54][C@H:53]([CH2:55][OH:56])[C@@H:48]([OH:49])[C@H:43]([OH:44])[C@H:38]3[OH:39])=[N:11][NH:12][C:13]=2[C:14]([F:16])([F:15])[F:17])=[CH:4][CH:3]=1.